This data is from Forward reaction prediction with 1.9M reactions from USPTO patents (1976-2016). The task is: Predict the product of the given reaction. (1) Given the reactants OC[C@@H](N)CC(C)C.COC(=O)[C@H](CC(C)C)N.OCCN.[CH3:23][C:24]1[CH:25]=[C:26]([CH:28]=[C:29]([CH3:34])[C:30]=1[N+:31]([O-:33])=[O:32])[NH2:27].[CH3:35][C:36]1[CH:37]=[C:38]([N:46]=[C:47]=[S:48])[CH:39]=C(C)[C:41]=1[N+]([O-])=O, predict the reaction product. The product is: [CH3:34][C:29]1[CH:28]=[C:26]([N:27]=[C:47]2[NH:46][C@@H:38]([CH2:37][CH:36]([CH3:41])[CH3:35])[CH2:39][S:48]2)[CH:25]=[C:24]([CH3:23])[C:30]=1[N+:31]([O-:33])=[O:32]. (2) The product is: [S:3]1[CH:4]=[CH:5][N:6]=[C:2]1[C:7]#[C:8][C:24]1([OH:23])[CH2:25][CH2:18][CH2:17][CH2:16]1. Given the reactants Br[C:2]1[S:3][CH:4]=[CH:5][N:6]=1.[CH2:7](N(CC)CC)[CH3:8].CC[CH2:16][CH2:17][CH2:18]C.C([O:23][CH2:24][CH3:25])(=O)C, predict the reaction product. (3) Given the reactants [CH3:1][O:2][C:3](=[O:11])[C@H:4]([CH2:9][SH:10])[NH:5][C:6](=[O:8])[CH3:7].[N:12]([O-:14])=[O:13].[Na+:15], predict the reaction product. The product is: [C:6]([NH:5][C@@H:4]([CH2:9][S:10][N:12]=[O:13])[C:3]([O:2][CH3:1])=[O:11])(=[O:8])[CH3:7].[N:12]([O-:14])=[O:13].[Na+:15]. (4) Given the reactants [Br:1][C:2]1[CH:3]=[C:4]([CH2:8][CH2:9][NH2:10])[CH:5]=[CH:6][CH:7]=1.C=O.[C:13](O[BH-](OC(=O)C)OC(=O)C)(=O)C.[Na+], predict the reaction product. The product is: [Br:1][C:2]1[CH:3]=[C:4]([CH2:8][CH2:9][NH:10][CH3:13])[CH:5]=[CH:6][CH:7]=1. (5) Given the reactants [C:1]([O:5][C:6]([NH:8][C:9]1[CH:14]=[CH:13][CH:12]=[CH:11][C:10]=1[NH:15][C:16]([C:18]1[S:22][C:21]([C:23]2[CH2:24][CH2:25][N:26]([C:29]([O:31][C:32]([CH3:35])([CH3:34])[CH3:33])=[O:30])[CH2:27][CH:28]=2)=[CH:20][CH:19]=1)=[O:17])=[O:7])([CH3:4])([CH3:3])[CH3:2], predict the reaction product. The product is: [C:1]([O:5][C:6]([NH:8][C:9]1[CH:14]=[CH:13][CH:12]=[CH:11][C:10]=1[NH:15][C:16]([C:18]1[S:22][C:21]([CH:23]2[CH2:28][CH2:27][N:26]([C:29]([O:31][C:32]([CH3:35])([CH3:34])[CH3:33])=[O:30])[CH2:25][CH2:24]2)=[CH:20][CH:19]=1)=[O:17])=[O:7])([CH3:4])([CH3:3])[CH3:2]. (6) Given the reactants [C:1]([O:5][C:6]([NH:8][C@@H:9]([CH2:13][CH:14]1[CH2:19][CH2:18][CH2:17][CH2:16][O:15]1)[C:10]([OH:12])=O)=[O:7])([CH3:4])([CH3:3])[CH3:2].Cl.[OH:21][C@@H:22]([CH2:52]O)[CH2:23][N:24]1[CH:28]=[CH:27][C:26]([NH:29]C(=O)[C@@H](N2CC(OC3C=CC=C(Cl)C=3Cl)=CC2=O)CC(C)C)=[N:25]1.F[P-](F)(F)(F)(F)F.N1(O[P+](N(C)C)(N(C)C)N(C)C)C2C=CC=C[C:64]=2N=N1.C(N(CC)C(C)C)(C)C, predict the reaction product. The product is: [C:1]([O:5][C:6](=[O:7])[NH:8][C@H:9]([C:10](=[O:12])[NH:29][C:26]1[CH:27]=[CH:28][N:24]([CH2:23][C:22]([OH:21])([CH3:52])[CH3:64])[N:25]=1)[CH2:13][CH:14]1[CH2:19][CH2:18][CH2:17][CH2:16][O:15]1)([CH3:2])([CH3:3])[CH3:4]. (7) The product is: [CH:1]1([CH2:6][CH:7]([N:11]2[C:19]3[C:14](=[CH:15][C:16]([O:20][C:21]([F:22])([F:24])[F:23])=[CH:17][CH:18]=3)[C:13](=[O:25])[C:12]2=[O:26])[C:8]([NH:32][C:28]2[S:27][CH:31]=[CH:30][N:29]=2)=[O:9])[CH2:2][CH2:3][CH2:4][CH2:5]1. Given the reactants [CH:1]1([CH2:6][CH:7]([N:11]2[C:19]3[C:14](=[CH:15][C:16]([O:20][C:21]([F:24])([F:23])[F:22])=[CH:17][CH:18]=3)[C:13](=[O:25])[C:12]2=[O:26])[C:8](O)=[O:9])[CH2:5][CH2:4][CH2:3][CH2:2]1.[S:27]1[CH:31]=[CH:30][N:29]=[C:28]1[NH2:32].C(N(CC)C(C)C)(C)C.F[P-](F)(F)(F)(F)F.N1(O[P+](N(C)C)(N(C)C)N(C)C)C2C=CC=CC=2N=N1, predict the reaction product.